From a dataset of Forward reaction prediction with 1.9M reactions from USPTO patents (1976-2016). Predict the product of the given reaction. (1) Given the reactants [C:1]([O:5][C:6]([C@H:8]([CH2:18][CH2:19][O:20][CH3:21])[CH2:9][C:10]1([C:15]([OH:17])=O)[CH2:14][CH2:13][CH2:12][CH2:11]1)=[O:7])([CH3:4])([CH3:3])[CH3:2].Cl.CN(C)CC[CH2:27][N:28]=[C:29]=[N:30][CH2:31][CH3:32].[OH2:34].ON1[C:40]2[CH:41]=[CH:42][CH:43]=[CH:44][C:39]=2N=N1.C[N:46]1[CH2:51][CH2:50][O:49][CH2:48][CH2:47]1, predict the reaction product. The product is: [C:1]([O:5][C:6](=[O:7])[C@@H:8]([CH2:9][C:10]1([C:15](=[O:17])[NH:46][C@H:51]([C:50]([O:49][CH2:48][CH3:47])=[O:34])[CH2:27][N:28]2[CH:32]=[C:31]([C:39]3[CH:44]=[CH:43][CH:42]=[CH:41][CH:40]=3)[N:30]=[CH:29]2)[CH2:11][CH2:12][CH2:13][CH2:14]1)[CH2:18][CH2:19][O:20][CH3:21])([CH3:2])([CH3:3])[CH3:4]. (2) Given the reactants [Li]CCCC.Br[C:7]1[CH:8]=[CH:9][C:10]([N:13]2[CH2:17][CH2:16][C@@H:15]([O:18][C:19]3[C:24]([Cl:25])=[CH:23][C:22]([CH3:26])=[CH:21][C:20]=3[Cl:27])[CH2:14]2)=[N:11][CH:12]=1.CN([CH:31]=[O:32])C.[NH4+].[Cl-], predict the reaction product. The product is: [Cl:27][C:20]1[CH:21]=[C:22]([CH3:26])[CH:23]=[C:24]([Cl:25])[C:19]=1[O:18][C@@H:15]1[CH2:16][CH2:17][N:13]([C:10]2[N:11]=[CH:12][C:7]([CH:31]=[O:32])=[CH:8][CH:9]=2)[CH2:14]1. (3) Given the reactants F[C:2]1[N:7]2[CH:8]=[C:9]([CH2:11][N:12]3[C@H:25]4[C@H:16]([CH2:17][CH2:18][C:19]5[C:24]4=[N:23][CH:22]=[CH:21][CH:20]=5)[CH2:15][CH2:14][CH2:13]3)[N:10]=[C:6]2[CH:5]=[CH:4][CH:3]=1.[CH3:26][C@@H:27]1[CH2:32][NH:31][CH2:30][C@H:29]([CH3:33])[NH:28]1, predict the reaction product. The product is: [CH3:26][C@H:27]1[NH:28][C@@H:29]([CH3:33])[CH2:30][N:31]([C:2]2[N:7]3[CH:8]=[C:9]([CH2:11][N:12]4[C@H:25]5[C@H:16]([CH2:17][CH2:18][C:19]6[C:24]5=[N:23][CH:22]=[CH:21][CH:20]=6)[CH2:15][CH2:14][CH2:13]4)[N:10]=[C:6]3[CH:5]=[CH:4][CH:3]=2)[CH2:32]1.